This data is from Reaction yield outcomes from USPTO patents with 853,638 reactions. The task is: Predict the reaction yield, written as a fraction of the theoretical maximum amount of product (1.0 means a 100% yield; for example, 0.34 means a 34% yield). (1) The reactants are C[O:2][C:3]1[CH:8]=[C:7]([NH2:9])[CH:6]=[CH:5][N:4]=1.[Cl:10][C:11]1[C:19]([Cl:20])=[CH:18][C:14]([C:15](O)=[O:16])=[C:13]([F:21])[CH:12]=1.CN(C(ON1N=NC2C=CC=NC1=2)=[N+](C)C)C.F[P-](F)(F)(F)(F)F.CN1CCOCC1.Br. The catalyst is CN(C=O)C.O. The product is [Cl:10][C:11]1[C:19]([Cl:20])=[CH:18][C:14]([C:15]([NH:9][C:7]2[CH:6]=[CH:5][NH:4][C:3](=[O:2])[CH:8]=2)=[O:16])=[C:13]([F:21])[CH:12]=1. The yield is 0.610. (2) The reactants are Cl[C:2]1[N:7]=[C:6]([NH:8][C:9]2[CH:14]=[CH:13][CH:12]=[CH:11][C:10]=2[NH:15][C:16](=[O:19])[CH:17]=[CH2:18])[C:5]([Cl:20])=[CH:4][N:3]=1.[C:21]([O:25][C:26](=[O:43])[NH:27][CH2:28][CH2:29][CH2:30][O:31][C:32]1[CH:37]=[C:36]([CH3:38])[C:35]([NH2:39])=[CH:34][C:33]=1[C:40](=[O:42])[NH2:41])([CH3:24])([CH3:23])[CH3:22].C(=O)([O-])[O-].[Na+].[Na+].CN(C1C(C2C(P(C3CCCCC3)C3CCCCC3)=CC=CC=2)=CC=CC=1)C. The catalyst is C(O)CCCC.C1C=CC(/C=C/C(/C=C/C2C=CC=CC=2)=O)=CC=1.C1C=CC(/C=C/C(/C=C/C2C=CC=CC=2)=O)=CC=1.C1C=CC(/C=C/C(/C=C/C2C=CC=CC=2)=O)=CC=1.[Pd].[Pd]. The product is [C:21]([O:25][C:26](=[O:43])[NH:27][CH2:28][CH2:29][CH2:30][O:31][C:32]1[CH:37]=[C:36]([CH3:38])[C:35]([NH:39][C:2]2[N:7]=[C:6]([NH:8][C:9]3[CH:14]=[CH:13][CH:12]=[CH:11][C:10]=3[NH:15][C:16](=[O:19])[CH:17]=[CH2:18])[C:5]([Cl:20])=[CH:4][N:3]=2)=[CH:34][C:33]=1[C:40](=[O:42])[NH2:41])([CH3:24])([CH3:22])[CH3:23]. The yield is 0.620. (3) The reactants are C[O:2][C:3](=[O:40])[CH2:4][CH2:5][NH:6][C:7](=[O:39])[C:8]1[CH:13]=[CH:12][C:11]([C:14]([CH2:36][CH:37]=[CH2:38])([CH2:18][O:19][C:20]2[CH:25]=[CH:24][C:23]([C:26]3[CH:31]=[CH:30][C:29]([C:32]([F:35])([F:34])[F:33])=[CH:28][CH:27]=3)=[CH:22][CH:21]=2)[CH2:15][CH:16]=[CH2:17])=[CH:10][CH:9]=1.[Li+].[OH-].Cl. The catalyst is C1COCC1. The product is [CH2:15]([C:14]([C:11]1[CH:10]=[CH:9][C:8]([C:7]([NH:6][CH2:5][CH2:4][C:3]([OH:40])=[O:2])=[O:39])=[CH:13][CH:12]=1)([CH2:18][O:19][C:20]1[CH:21]=[CH:22][C:23]([C:26]2[CH:31]=[CH:30][C:29]([C:32]([F:34])([F:35])[F:33])=[CH:28][CH:27]=2)=[CH:24][CH:25]=1)[CH2:36][CH:37]=[CH2:38])[CH:16]=[CH2:17]. The yield is 0.690. (4) The reactants are [F:1][C:2]1[CH:7]=[CH:6][CH:5]=[CH:4][C:3]=1[N:8]1[C:12]([C:13]2[CH:18]=[CH:17][CH:16]=[CH:15][C:14]=2[C:19]2[CH:24]=[CH:23][CH:22]=[CH:21][C:20]=2O)=[N:11][N:10]=[N:9]1.[Br:26]C1C=CC=CC=1B(O)O. No catalyst specified. The product is [Br:26][C:20]1[CH:21]=[CH:22][CH:23]=[CH:24][C:19]=1[C:14]1[CH:15]=[CH:16][CH:17]=[CH:18][C:13]=1[C:12]1[N:8]([C:3]2[CH:4]=[CH:5][CH:6]=[CH:7][C:2]=2[F:1])[N:9]=[N:10][N:11]=1. The yield is 0.660. (5) The reactants are [C:1]([NH:4][C:5]1[CH:10]=[CH:9][CH:8]=[CH:7][CH:6]=1)(=[O:3])[CH3:2].[OH-].[K+].[CH2:13](I)[CH2:14][CH2:15][CH2:16][CH3:17]. The catalyst is CS(C)=O. The product is [CH2:13]([N:4]([C:5]1[CH:10]=[CH:9][CH:8]=[CH:7][CH:6]=1)[C:1](=[O:3])[CH3:2])[CH2:14][CH2:15][CH2:16][CH3:17]. The yield is 0.550. (6) The reactants are [CH3:1][C:2]([CH3:19])([CH3:18])[C:3]#[C:4][C:5]1[C:10]([F:11])=[CH:9][CH:8]=[CH:7][C:6]=1[NH:12]C(=O)CCC.CC([O-])(C)C.[K+].O. The catalyst is CN(C=O)C. The product is [C:2]([C:3]1[NH:12][C:6]2[C:5]([CH:4]=1)=[C:10]([F:11])[CH:9]=[CH:8][CH:7]=2)([CH3:19])([CH3:18])[CH3:1]. The yield is 0.970. (7) The reactants are [C:1]([O:5][C:6]([N:8]1[CH2:12][CH2:11][CH2:10][CH:9]1[C:13]1[N:14]([CH2:19][O:20][CH2:21][CH2:22][Si:23]([CH3:26])([CH3:25])[CH3:24])[CH:15]=[C:16](Br)[N:17]=1)=[O:7])([CH3:4])([CH3:3])[CH3:2].[Li]C(C)(C)C.[C:32](=[O:34])=[O:33]. The catalyst is C1COCC1. The product is [C:1]([O:5][C:6]([N:8]1[CH2:12][CH2:11][CH2:10][CH:9]1[C:13]1[N:14]([CH2:19][O:20][CH2:21][CH2:22][Si:23]([CH3:26])([CH3:25])[CH3:24])[CH:15]=[C:16]([C:32]([OH:34])=[O:33])[N:17]=1)=[O:7])([CH3:4])([CH3:3])[CH3:2]. The yield is 0.220. (8) The reactants are Cl.[NH2:2][CH2:3][C:4]1[CH:5]=[CH:6][C:7]([F:29])=[C:8]([N:10]2[C:15]([CH3:16])=[CH:14][C:13]([O:17][CH2:18][C:19]3[CH:24]=[CH:23][C:22]([F:25])=[CH:21][C:20]=3[F:26])=[C:12]([Cl:27])[C:11]2=[O:28])[CH:9]=1.[CH3:30][N:31](C)[C:32](Cl)=[O:33].[CH2:36](N(CC)CC)C.[NH4+].[Cl-]. The catalyst is O1CCCC1. The product is [Cl:27][C:12]1[C:11](=[O:28])[N:10]([C:8]2[CH:9]=[C:4]([CH:5]=[CH:6][C:7]=2[F:29])[CH2:3][N:2]([CH3:36])[C:32]([NH:31][CH3:30])=[O:33])[C:15]([CH3:16])=[CH:14][C:13]=1[O:17][CH2:18][C:19]1[CH:24]=[CH:23][C:22]([F:25])=[CH:21][C:20]=1[F:26]. The yield is 0.860. (9) The reactants are [CH2:1]([O:8][C:9]1[CH:18]=[C:17]2[C:12]([C:13](Cl)=[CH:14][CH:15]=[N:16]2)=[CH:11][C:10]=1[O:20][CH3:21])[C:2]1[CH:7]=[CH:6][CH:5]=[CH:4][CH:3]=1.[F:22][C:23]1[CH:24]=[C:25]([OH:32])[CH:26]=[CH:27][C:28]=1[N+:29]([O-:31])=[O:30].C(Cl)(Cl)Cl.[OH-].[Na+]. The catalyst is ClC1C=CC=CC=1. The product is [CH2:1]([O:8][C:9]1[CH:18]=[C:17]2[C:12]([C:13]([O:32][C:25]3[CH:26]=[CH:27][C:28]([N+:29]([O-:31])=[O:30])=[C:23]([F:22])[CH:24]=3)=[CH:14][CH:15]=[N:16]2)=[CH:11][C:10]=1[O:20][CH3:21])[C:2]1[CH:7]=[CH:6][CH:5]=[CH:4][CH:3]=1. The yield is 0.470.